The task is: Regression/Classification. Given a drug SMILES string, predict its toxicity properties. Task type varies by dataset: regression for continuous values (e.g., LD50, hERG inhibition percentage) or binary classification for toxic/non-toxic outcomes (e.g., AMES mutagenicity, cardiotoxicity, hepatotoxicity). Dataset: herg_karim.. This data is from hERG potassium channel inhibition data for cardiac toxicity prediction from Karim et al.. (1) The compound is C[C@@H]1CCCN1CCc1ccc(-c2ccc(S(=O)(=O)N3CCS(=O)(=O)CC3)cc2)cc1. The result is 1 (blocker). (2) The molecule is C[C@@H](CO)OC[C@H](Oc1ncnc2c1cnn2-c1ncccc1Cl)C(=O)Nc1ccc(Cl)cn1. The result is 0 (non-blocker).